From a dataset of Forward reaction prediction with 1.9M reactions from USPTO patents (1976-2016). Predict the product of the given reaction. (1) The product is: [CH:1]([O:4][C:5]1[CH:10]=[CH:9][CH:8]=[CH:7][C:6]=1[C:11]1([CH3:27])[N:15]([CH3:28])[C:14](=[O:16])[N:13]([CH2:17][C:18](=[O:25])[C:19]2[CH:24]=[CH:23][CH:22]=[CH:21][CH:20]=2)[C:12]1=[O:26])([CH3:3])[CH3:2]. Given the reactants [CH:1]([O:4][C:5]1[CH:10]=[CH:9][CH:8]=[CH:7][C:6]=1[C:11]1([CH3:27])[NH:15][C:14](=[O:16])[N:13]([CH2:17][C:18](=[O:25])[C:19]2[CH:24]=[CH:23][CH:22]=[CH:21][CH:20]=2)[C:12]1=[O:26])([CH3:3])[CH3:2].[CH3:28]I, predict the reaction product. (2) Given the reactants C(O)(C(F)(F)F)=O.[Cl:8][C:9]1[C:14]([N:15]2[CH2:20][CH2:19][N:18]3[S:21](=[O:25])(=[O:24])[CH2:22][CH2:23][CH:17]3[CH2:16]2)=[CH:13][C:12]([C:26]#[N:27])=[CH:11][C:10]=1[NH:28][C:29]1[N:34]=[C:33]([N:35]([CH:45]2[CH2:47][CH2:46]2)CC2C=CC(OC)=CC=2)[C:32]2=[N:48][CH:49]=[C:50]([C:51]#[N:52])[N:31]2[N:30]=1.C1(OC)C=CC=CC=1, predict the reaction product. The product is: [Cl:8][C:9]1[C:14]([N:15]2[CH2:20][CH2:19][N:18]3[S:21](=[O:25])(=[O:24])[CH2:22][CH2:23][CH:17]3[CH2:16]2)=[CH:13][C:12]([C:26]#[N:27])=[CH:11][C:10]=1[NH:28][C:29]1[N:34]=[C:33]([NH:35][CH:45]2[CH2:46][CH2:47]2)[C:32]2=[N:48][CH:49]=[C:50]([C:51]#[N:52])[N:31]2[N:30]=1. (3) Given the reactants Br[C:2]1[CH:3]=[C:4]([CH:21]=[C:22]([Cl:24])[CH:23]=1)[CH2:5][O:6][C:7]1[CH:12]=[CH:11][CH:10]=[CH:9][C:8]=1[CH2:13][C:14]([O:16][C:17]([CH3:20])([CH3:19])[CH3:18])=[O:15].[C:25]1(B2OC(C)(C)C(C)(C)O2)[CH2:30][CH2:29][CH2:28][CH2:27][CH:26]=1, predict the reaction product. The product is: [Cl:24][C:22]1[CH:21]=[C:4]([CH2:5][O:6][C:7]2[CH:12]=[CH:11][CH:10]=[CH:9][C:8]=2[CH2:13][C:14]([O:16][C:17]([CH3:20])([CH3:19])[CH3:18])=[O:15])[CH:3]=[C:2]([C:25]2[CH2:30][CH2:29][CH2:28][CH2:27][CH:26]=2)[CH:23]=1. (4) Given the reactants [CH3:1][C:2]1[C:11]2[S:10][C:9]([C:12]3[N:17]=[C:16]([C:18]([O:20]C(C)(C)C)=[O:19])[CH:15]=[CH:14][CH:13]=3)=[N:8][C:7](=[O:25])[C:6]=2[CH:5]=[CH:4][CH:3]=1, predict the reaction product. The product is: [CH3:1][C:2]1[C:11]2[S:10][C:9]([C:12]3[N:17]=[C:16]([C:18]([OH:20])=[O:19])[CH:15]=[CH:14][CH:13]=3)=[N:8][C:7](=[O:25])[C:6]=2[CH:5]=[CH:4][CH:3]=1. (5) Given the reactants [CH3:1][O:2][C:3]1[CH:4]=[C:5]([CH:18]=[C:19]([O:23][CH3:24])[C:20]=1[O:21][CH3:22])[C:6]1[O:7][C:8]2[C:13]([C:14](=[O:16])[CH:15]=1)=[CH:12][CH:11]=[C:10]([OH:17])[CH:9]=2.[H-].[Na+].[CH2:27]([CH:29]1[O:31][CH2:30]1)Cl, predict the reaction product. The product is: [O:31]1[CH2:30][CH:29]1[CH2:27][O:17][C:10]1[CH:9]=[C:8]2[C:13]([C:14](=[O:16])[CH:15]=[C:6]([C:5]3[CH:18]=[C:19]([O:23][CH3:24])[C:20]([O:21][CH3:22])=[C:3]([O:2][CH3:1])[CH:4]=3)[O:7]2)=[CH:12][CH:11]=1. (6) The product is: [NH2:39][C@@H:8]([CH2:1][C:2]1[CH:3]=[CH:4][CH:5]=[CH:6][CH:7]=1)[C@@H:9]([OH:38])[CH2:10][C@@H:11]([NH:25][C:26](=[O:37])[C@@H:27]([NH:32][C:33](=[O:34])[O:35][CH3:36])[C:28]([CH3:30])([CH3:31])[CH3:29])[CH2:12][C:13]1[CH:18]=[CH:17][C:16]([C:19]2[CH:24]=[CH:23][CH:22]=[CH:21][N:20]=2)=[CH:15][CH:14]=1. Given the reactants [CH2:1]([C@H:8]([NH:39]C(=O)OC(C)(C)C)[C@@H:9]([OH:38])[CH2:10][C@@H:11]([NH:25][C:26](=[O:37])[C@@H:27]([NH:32][C:33]([O:35][CH3:36])=[O:34])[C:28]([CH3:31])([CH3:30])[CH3:29])[CH2:12][C:13]1[CH:18]=[CH:17][C:16]([C:19]2[CH:24]=[CH:23][CH:22]=[CH:21][N:20]=2)=[CH:15][CH:14]=1)[C:2]1[CH:7]=[CH:6][CH:5]=[CH:4][CH:3]=1.C(O)(C(F)(F)F)=O.C(Cl)Cl, predict the reaction product. (7) Given the reactants C[O:2][C:3](=[O:33])[CH2:4][N:5]1[C:13]2[C:8](=[CH:9][C:10]([F:14])=[CH:11][CH:12]=2)[C:7]([CH2:15][C:16]2[CH:21]=[CH:20][N:19]=[CH:18][C:17]=2[S:22]([C:25]2[CH:30]=[CH:29][C:28]([F:31])=[CH:27][CH:26]=2)(=[O:24])=[O:23])=[C:6]1[CH3:32].[OH-].[Na+].Cl, predict the reaction product. The product is: [F:14][C:10]1[CH:9]=[C:8]2[C:13](=[CH:12][CH:11]=1)[N:5]([CH2:4][C:3]([OH:33])=[O:2])[C:6]([CH3:32])=[C:7]2[CH2:15][C:16]1[CH:21]=[CH:20][N:19]=[CH:18][C:17]=1[S:22]([C:25]1[CH:26]=[CH:27][C:28]([F:31])=[CH:29][CH:30]=1)(=[O:24])=[O:23]. (8) Given the reactants [CH3:1][C:2]1[C:7]([CH3:8])=[CH:6][CH:5]=[CH:4][C:3]=1[N:9]1[CH2:14][CH2:13][N:12]([CH2:15][CH2:16][NH2:17])[CH2:11][CH2:10]1.[C:18]1([N:24]2[C:28]([C:29]3[O:30][CH:31]=[CH:32][CH:33]=3)=[CH:27][C:26]([CH:34]=O)=[N:25]2)[CH:23]=[CH:22][CH:21]=[CH:20][CH:19]=1, predict the reaction product. The product is: [CH3:1][C:2]1[C:7]([CH3:8])=[CH:6][CH:5]=[CH:4][C:3]=1[N:9]1[CH2:10][CH2:11][N:12]([CH2:15][CH2:16][NH:17][CH2:34][C:26]2[CH:27]=[C:28]([C:29]3[O:30][CH:31]=[CH:32][CH:33]=3)[N:24]([C:18]3[CH:23]=[CH:22][CH:21]=[CH:20][CH:19]=3)[N:25]=2)[CH2:13][CH2:14]1.